Dataset: Full USPTO retrosynthesis dataset with 1.9M reactions from patents (1976-2016). Task: Predict the reactants needed to synthesize the given product. (1) Given the product [CH:1]1([CH2:4][O:5][C:6]2[CH:15]=[CH:14][C:9]([C:10]([OH:12])=[O:11])=[CH:8][C:7]=2[C:16]#[C:17][C:18]2[CH:23]=[CH:22][CH:21]=[CH:20][N:19]=2)[CH2:3][CH2:2]1, predict the reactants needed to synthesize it. The reactants are: [CH:1]1([CH2:4][O:5][C:6]2[CH:15]=[CH:14][C:9]([C:10]([O:12]C)=[O:11])=[CH:8][C:7]=2[C:16]#[C:17][C:18]2[CH:23]=[CH:22][CH:21]=[CH:20][N:19]=2)[CH2:3][CH2:2]1.O.[OH-].[Li+]. (2) Given the product [CH3:1][O:2][C:3](=[O:29])[C:4]1[CH:9]=[CH:8][C:7]([CH3:10])=[C:6]([N:11]2[C:16](=[O:17])[C:15]([Cl:30])=[C:14]([O:18][CH2:19][C:20]3[CH:25]=[CH:24][C:23]([F:26])=[CH:22][C:21]=3[F:27])[N:13]=[C:12]2[CH3:28])[CH:5]=1, predict the reactants needed to synthesize it. The reactants are: [CH3:1][O:2][C:3](=[O:29])[C:4]1[CH:9]=[CH:8][C:7]([CH3:10])=[C:6]([N:11]2[C:16](=[O:17])[CH:15]=[C:14]([O:18][CH2:19][C:20]3[CH:25]=[CH:24][C:23]([F:26])=[CH:22][C:21]=3[F:27])[N:13]=[C:12]2[CH3:28])[CH:5]=1.[Cl:30]N1C(=O)CCC1=O.